From a dataset of Catalyst prediction with 721,799 reactions and 888 catalyst types from USPTO. Predict which catalyst facilitates the given reaction. (1) Reactant: [N+:1]([C:4]1[CH:13]=[CH:12][C:7]2[O:8][CH2:9][CH2:10][NH:11][C:6]=2[CH:5]=1)([O-:3])=[O:2].[CH3:14][C:15]([O:18][C:19](O[C:19]([O:18][C:15]([CH3:17])([CH3:16])[CH3:14])=[O:20])=[O:20])([CH3:17])[CH3:16].N1C=CC=CC=1. Product: [N+:1]([C:4]1[CH:13]=[CH:12][C:7]2[O:8][CH2:9][CH2:10][N:11]([C:19]([O:18][C:15]([CH3:17])([CH3:16])[CH3:14])=[O:20])[C:6]=2[CH:5]=1)([O-:3])=[O:2]. The catalyst class is: 808. (2) Reactant: [CH:1]1([C:7]2[S:8][CH:9]=[C:10]([C:12]3[CH:17]=[CH:16][C:15]([N+:18]([O-])=O)=[CH:14][CH:13]=3)[N:11]=2)[CH2:6][CH2:5][CH2:4][CH2:3][CH2:2]1. The catalyst class is: 43. Product: [CH:1]1([C:7]2[S:8][CH:9]=[C:10]([C:12]3[CH:17]=[CH:16][C:15]([NH2:18])=[CH:14][CH:13]=3)[N:11]=2)[CH2:2][CH2:3][CH2:4][CH2:5][CH2:6]1.